Binary Classification. Given a miRNA mature sequence and a target amino acid sequence, predict their likelihood of interaction. From a dataset of Experimentally validated miRNA-target interactions with 360,000+ pairs, plus equal number of negative samples. (1) The protein sequence of the target gene is MFYHISLEHEILLHPRYFGPNLLNTVKQKLFTEVEGTCTGKYGFVIAVTTIDNIGAGVIQPGRGFVLYPVKYKAIVFRPFKGEVVDAVVTQVNKVGLFTEIGPMSCFISRHSIPSEMEFDPNSNPPCYKTMDEDIVIQQDDEIRLKIVGTRVDKNDIFAIGSLMDDYLGLVS. The miRNA is hsa-miR-8056 with sequence CGUGGAUUGUCUGGAUGCAU. Result: 0 (no interaction). (2) The protein sequence of the target gene is MASPGIEVELLGKGHSDLGEVAPEIKASERRTAVAIADLEWREMEGDDCEFRYGDGTNEAQDNDFPTVERSRLQEMLSLLGLETYQVQKLSLQDSLQISFDSMKNWAPQVPKDLPWNFLRKLQALNADARNTTMVLDVLPDARPVEKESQMEEEIIYWDPADDLAADIYSFSELPTPDTPVNPLDLLCALLLSSDSFLQQEIALKMALCQFALPLVLPDSENHYHTFLLWAMRGIVRTWWSQPPRGMGSFREDSVVLSRAPAFAFVRMDVSSNSKSQLLNAVLSPGHRQWDCFWHRDLNL.... Result: 1 (interaction). The miRNA is hsa-miR-3926 with sequence UGGCCAAAAAGCAGGCAGAGA. (3) The protein sequence of the target gene is MPAVASVPKELYLSSSLKDLNKKTEVKPEKISTKSYVHSALKIFKTAEECRLDRDEERAYVLYMKYVTVYNLIKKRPDFKQQQDYFHSILGPGNIKKAVEEAERLSESLKLRYEEAEVRKKLEEKDRQEEAQRLQQKRQETGREDGGTLAKGSLENVLDSKDKTQKSNGEKNEKCETKEKGAITAKELYTMMTDKNISLIIMDARRMQDYQDSCILHSLSVPEEAISPGVTASWIEAHLPDDSKDTWKKRGNVEYVVLLDWFSSAKDLQIGTTLRSLKDALFKWESKTVLRNEPLVLEGG.... The miRNA is hsa-miR-106b-3p with sequence CCGCACUGUGGGUACUUGCUGC. Result: 0 (no interaction). (4) The miRNA is hsa-miR-2116-5p with sequence GGUUCUUAGCAUAGGAGGUCU. The protein sequence of the target gene is MAAEEKDPLSYFAAYGSSSSGSSDEEDNIEPEETSRRTPDPAKSAGGCRNKAEKRLPGPDELFRSVTRPAFLYNPLNKQIDWERHVVKAPEEPPKEFKIWKSNYVPPPETYTTEKKPPPPELDMAIKWSNIYEDNGDDAPQNAKKARLLPEGEETLESDDEKDEHTSKKRKVEPGEPAKKKK. Result: 1 (interaction). (5) The miRNA is rno-miR-223-3p with sequence UGUCAGUUUGUCAAAUACCCC. The protein sequence of the target gene is MPFLGQDWRSPGQNWVKTADGWKRFLDEKSGSFVSDLSSYCNKEVYNKENLFNSLNYDVAAKKRKKDMLNSKTKTQYFHQEKWIYVHKGSTKERHGYCTLGEAFNRLDFSTAILDSRRFNYVVRLLELIAKSQLTSLSGIAQKNFMNILEKVVLKVLEDQQNIRLIRELLQTLYTSLCTLVQRVGKSVLVGNINMWVYRMETILHWQQQLNNIQITRPAFKGLTFTDLPLCLQLNIMQRLSDGRDLVSLGQAAPDLHVLSEDRLLWKKLCQYHFSERQIRKRLILSDKGQLDWKKMYFKL.... Result: 0 (no interaction).